Dataset: Reaction yield outcomes from USPTO patents with 853,638 reactions. Task: Predict the reaction yield, written as a fraction of the theoretical maximum amount of product (1.0 means a 100% yield; for example, 0.34 means a 34% yield). (1) The reactants are [NH2:1][C:2]1[N:6]([CH3:7])[C:5](=[O:8])[C:4]([C:16]2[CH:21]=[CH:20][C:19]([F:22])=[C:18](Br)[CH:17]=2)([C:9]2[CH:14]=[CH:13][C:12]([OH:15])=[CH:11][CH:10]=2)[N:3]=1.C([Sn](CCCC)(CCCC)[C:29]1[CH:34]=[N:33][CH:32]=[CH:31][N:30]=1)CCC. The catalyst is O1CCCC1.C1C=CC([P]([Pd]([P](C2C=CC=CC=2)(C2C=CC=CC=2)C2C=CC=CC=2)([P](C2C=CC=CC=2)(C2C=CC=CC=2)C2C=CC=CC=2)[P](C2C=CC=CC=2)(C2C=CC=CC=2)C2C=CC=CC=2)(C2C=CC=CC=2)C2C=CC=CC=2)=CC=1. The product is [NH2:1][C:2]1[N:6]([CH3:7])[C:5](=[O:8])[C:4]([C:16]2[CH:21]=[CH:20][C:19]([F:22])=[C:18]([C:29]3[CH:34]=[N:33][CH:32]=[CH:31][N:30]=3)[CH:17]=2)([C:9]2[CH:14]=[CH:13][C:12]([OH:15])=[CH:11][CH:10]=2)[N:3]=1. The yield is 0.880. (2) The reactants are [CH3:1][C:2]1[CH:3]=[C:4]2[C:9](=[CH:10][CH:11]=1)[N:8]=[CH:7][CH:6]=[N:5]2.[BH4-].[Na+]. The catalyst is CO.O.O.O.O.O.O.[Ni](Cl)Cl. The product is [CH3:1][C:2]1[CH:3]=[C:4]2[C:9](=[CH:10][CH:11]=1)[NH:8][CH2:7][CH2:6][NH:5]2. The yield is 0.430. (3) The reactants are [Cl:1][C:2]1[C:3]([C:18]2[N:22]=[C:21]([C:23]3[N:24]=[C:25]4[C:30]([Cl:31])=[CH:29][C:28]([CH2:32][CH:33]([CH3:35])[CH3:34])=[CH:27][N:26]4[CH:36]=3)[O:20][N:19]=2)=[CH:4][C:5]([F:17])=[C:6]([CH2:8][CH2:9][C:10]([O:12]C(C)(C)C)=[O:11])[CH:7]=1.C(O)(C(F)(F)F)=O. No catalyst specified. The product is [Cl:1][C:2]1[C:3]([C:18]2[N:22]=[C:21]([C:23]3[N:24]=[C:25]4[C:30]([Cl:31])=[CH:29][C:28]([CH2:32][CH:33]([CH3:34])[CH3:35])=[CH:27][N:26]4[CH:36]=3)[O:20][N:19]=2)=[CH:4][C:5]([F:17])=[C:6]([CH2:8][CH2:9][C:10]([OH:12])=[O:11])[CH:7]=1. The yield is 0.820. (4) The reactants are O.[CH3:2][N:3]([CH3:36])[C@@H:4]1[CH2:8][CH2:7][N:6]([C:9]2[C:14]([N+:15]([O-])=O)=[CH:13][C:12]([NH:18][C:19]3[N:24]=[C:23]([C:25]4[C:33]5[C:28](=[CH:29][CH:30]=[CH:31][CH:32]=5)[NH:27][CH:26]=4)[CH:22]=[CH:21][N:20]=3)=[C:11]([O:34][CH3:35])[CH:10]=2)[CH2:5]1.[NH4+].[Cl-]. The catalyst is [Fe].C(O)C. The product is [CH3:36][N:3]([CH3:2])[C@@H:4]1[CH2:8][CH2:7][N:6]([C:9]2[CH:10]=[C:11]([O:34][CH3:35])[C:12]([NH:18][C:19]3[N:24]=[C:23]([C:25]4[C:33]5[C:28](=[CH:29][CH:30]=[CH:31][CH:32]=5)[NH:27][CH:26]=4)[CH:22]=[CH:21][N:20]=3)=[CH:13][C:14]=2[NH2:15])[CH2:5]1. The yield is 1.16. (5) The reactants are [CH3:1][C:2]1[CH:3]=[CH:4][C:5]([NH:21][C:22]([C:24]2[CH:25]=[CH:26][C:27]([CH2:30][N:31]3[CH2:36][CH2:35][N:34]([CH3:37])[CH2:33][CH2:32]3)=[CH:28][CH:29]=2)=[O:23])=[CH:6][C:7]=1[NH:8][C:9]1[N:10]=[CH:11][CH:12]=[C:13]([C:15]2[CH:16]=[CH:17][CH:18]=[N:19][CH:20]=2)[N:14]=1.O.[CH3:39][S:40]([OH:43])(=[O:42])=[O:41]. The catalyst is C(O)(C)C. The product is [CH3:1][C:2]1[CH:3]=[CH:4][C:5]([NH:21][C:22]([C:24]2[CH:29]=[CH:28][C:27]([CH2:30][N:31]3[CH2:32][CH2:33][N:34]([CH3:37])[CH2:35][CH2:36]3)=[CH:26][CH:25]=2)=[O:23])=[CH:6][C:7]=1[NH:8][C:9]1[N:10]=[CH:11][CH:12]=[C:13]([C:15]2[CH:16]=[CH:17][CH:18]=[N:19][CH:20]=2)[N:14]=1.[CH3:39][S:40]([OH:43])(=[O:42])=[O:41]. The yield is 0.882.